This data is from Merck oncology drug combination screen with 23,052 pairs across 39 cell lines. The task is: Regression. Given two drug SMILES strings and cell line genomic features, predict the synergy score measuring deviation from expected non-interaction effect. (1) Drug 1: Cn1nnc2c(C(N)=O)ncn2c1=O. Drug 2: CC1(c2nc3c(C(N)=O)cccc3[nH]2)CCCN1. Cell line: COLO320DM. Synergy scores: synergy=7.78. (2) Drug 1: O=C(O)C1(Cc2cccc(Nc3nccs3)n2)CCC(Oc2cccc(Cl)c2F)CC1. Drug 2: CNC(=O)c1cc(Oc2ccc(NC(=O)Nc3ccc(Cl)c(C(F)(F)F)c3)cc2)ccn1. Cell line: SKOV3. Synergy scores: synergy=13.5. (3) Drug 1: Nc1ccn(C2OC(CO)C(O)C2(F)F)c(=O)n1. Drug 2: CNC(=O)c1cc(Oc2ccc(NC(=O)Nc3ccc(Cl)c(C(F)(F)F)c3)cc2)ccn1. Cell line: HCT116. Synergy scores: synergy=-15.6.